From a dataset of NCI-60 drug combinations with 297,098 pairs across 59 cell lines. Regression. Given two drug SMILES strings and cell line genomic features, predict the synergy score measuring deviation from expected non-interaction effect. (1) Drug 1: C1=CC(=CC=C1CCCC(=O)O)N(CCCl)CCCl. Drug 2: CCN(CC)CCNC(=O)C1=C(NC(=C1C)C=C2C3=C(C=CC(=C3)F)NC2=O)C. Cell line: NCI-H460. Synergy scores: CSS=13.0, Synergy_ZIP=-1.27, Synergy_Bliss=-3.56, Synergy_Loewe=-5.76, Synergy_HSA=-5.20. (2) Drug 1: CC1=CC2C(CCC3(C2CCC3(C(=O)C)OC(=O)C)C)C4(C1=CC(=O)CC4)C. Drug 2: CC1=C(C(=CC=C1)Cl)NC(=O)C2=CN=C(S2)NC3=CC(=NC(=N3)C)N4CCN(CC4)CCO. Cell line: SK-MEL-28. Synergy scores: CSS=-2.47, Synergy_ZIP=1.78, Synergy_Bliss=4.17, Synergy_Loewe=-1.96, Synergy_HSA=-0.932. (3) Drug 1: CC12CCC3C(C1CCC2=O)CC(=C)C4=CC(=O)C=CC34C. Drug 2: C(CN)CNCCSP(=O)(O)O. Cell line: MALME-3M. Synergy scores: CSS=-2.21, Synergy_ZIP=-12.1, Synergy_Bliss=-25.2, Synergy_Loewe=-28.7, Synergy_HSA=-28.7.